This data is from NCI-60 drug combinations with 297,098 pairs across 59 cell lines. The task is: Regression. Given two drug SMILES strings and cell line genomic features, predict the synergy score measuring deviation from expected non-interaction effect. (1) Drug 1: CS(=O)(=O)CCNCC1=CC=C(O1)C2=CC3=C(C=C2)N=CN=C3NC4=CC(=C(C=C4)OCC5=CC(=CC=C5)F)Cl. Drug 2: C1CC(=O)NC(=O)C1N2C(=O)C3=CC=CC=C3C2=O. Cell line: K-562. Synergy scores: CSS=-7.41, Synergy_ZIP=2.44, Synergy_Bliss=-0.876, Synergy_Loewe=-5.19, Synergy_HSA=-5.77. (2) Drug 1: C1=NC2=C(N=C(N=C2N1C3C(C(C(O3)CO)O)O)F)N. Drug 2: C1CC(=O)NC(=O)C1N2C(=O)C3=CC=CC=C3C2=O. Cell line: HCT-15. Synergy scores: CSS=-0.615, Synergy_ZIP=-3.38, Synergy_Bliss=-7.03, Synergy_Loewe=-14.9, Synergy_HSA=-11.1. (3) Drug 1: C1CCN(CC1)CCOC2=CC=C(C=C2)C(=O)C3=C(SC4=C3C=CC(=C4)O)C5=CC=C(C=C5)O. Drug 2: C1=NC2=C(N1)C(=S)N=CN2. Cell line: IGROV1. Synergy scores: CSS=-2.52, Synergy_ZIP=1.19, Synergy_Bliss=0.700, Synergy_Loewe=-9.57, Synergy_HSA=-7.46. (4) Drug 1: CCC1=C2CN3C(=CC4=C(C3=O)COC(=O)C4(CC)O)C2=NC5=C1C=C(C=C5)O. Drug 2: CCC1(CC2CC(C3=C(CCN(C2)C1)C4=CC=CC=C4N3)(C5=C(C=C6C(=C5)C78CCN9C7C(C=CC9)(C(C(C8N6C)(C(=O)OC)O)OC(=O)C)CC)OC)C(=O)OC)O.OS(=O)(=O)O. Cell line: OVCAR-8. Synergy scores: CSS=33.8, Synergy_ZIP=-6.08, Synergy_Bliss=3.52, Synergy_Loewe=-14.0, Synergy_HSA=1.92. (5) Drug 1: CCC1=CC2CC(C3=C(CN(C2)C1)C4=CC=CC=C4N3)(C5=C(C=C6C(=C5)C78CCN9C7C(C=CC9)(C(C(C8N6C)(C(=O)OC)O)OC(=O)C)CC)OC)C(=O)OC.C(C(C(=O)O)O)(C(=O)O)O. Drug 2: CC1=C(C=C(C=C1)NC(=O)C2=CC=C(C=C2)CN3CCN(CC3)C)NC4=NC=CC(=N4)C5=CN=CC=C5. Cell line: LOX IMVI. Synergy scores: CSS=51.4, Synergy_ZIP=4.45, Synergy_Bliss=7.29, Synergy_Loewe=-28.3, Synergy_HSA=6.07. (6) Drug 1: CS(=O)(=O)C1=CC(=C(C=C1)C(=O)NC2=CC(=C(C=C2)Cl)C3=CC=CC=N3)Cl. Drug 2: C1=NC(=NC(=O)N1C2C(C(C(O2)CO)O)O)N. Cell line: SF-268. Synergy scores: CSS=2.03, Synergy_ZIP=1.35, Synergy_Bliss=1.73, Synergy_Loewe=-7.94, Synergy_HSA=-2.76.